Dataset: Catalyst prediction with 721,799 reactions and 888 catalyst types from USPTO. Task: Predict which catalyst facilitates the given reaction. Reactant: [NH2:1][C:2]1[C:11]([C:12]#[C:13][C:14]2[CH:19]=[CH:18][CH:17]=[C:16]([NH:20][C:21]([C:23]3[O:24][CH:25]=[CH:26][C:27]=3[CH3:28])=[O:22])[CH:15]=2)=[CH:10][C:5]([C:6]([O:8]C)=[O:7])=[CH:4][N:3]=1.[OH-].[Na+].C(O)(=O)C.CCOC(C)=O. Product: [NH2:1][C:2]1[C:11]([C:12]#[C:13][C:14]2[CH:19]=[CH:18][CH:17]=[C:16]([NH:20][C:21]([C:23]3[O:24][CH:25]=[CH:26][C:27]=3[CH3:28])=[O:22])[CH:15]=2)=[CH:10][C:5]([C:6]([OH:8])=[O:7])=[CH:4][N:3]=1. The catalyst class is: 1.